Dataset: Full USPTO retrosynthesis dataset with 1.9M reactions from patents (1976-2016). Task: Predict the reactants needed to synthesize the given product. (1) Given the product [CH:29]1([C:27]2[CH:28]=[C:19]3[C:18]([CH2:17][CH2:38][C:35]4[CH:36]=[CH:37][N+:32]([O-:39])=[CH:33][CH:34]=4)=[CH:23][CH:22]=[C:21]([O:24][CH3:25])[N:20]3[N:26]=2)[CH2:31][CH2:30]1, predict the reactants needed to synthesize it. The reactants are: C[Si]([N-][Si](C)(C)C)(C)C.[Na+].C1COCC1.Cl[CH2:17][C:18]1[C:19]2[N:20]([N:26]=[C:27]([CH:29]3[CH2:31][CH2:30]3)[CH:28]=2)[C:21]([O:24][CH3:25])=[CH:22][CH:23]=1.[N+:32]1([O-:39])[CH:37]=[CH:36][C:35]([CH3:38])=[CH:34][CH:33]=1.[Cl-].[NH4+].[Cl-].[Na+]. (2) Given the product [Br-:1].[CH2:12]([C:9]1[CH:10]=[CH:11][C:6]([CH2:5][CH2:4][CH2:3][CH2:2][N+:16]2[CH:21]=[CH:20][CH:19]=[C:18]([CH3:22])[CH:17]=2)=[CH:7][CH:8]=1)[CH2:13][CH2:14][CH3:15], predict the reactants needed to synthesize it. The reactants are: [Br:1][CH2:2][CH2:3][CH2:4][CH2:5][C:6]1[CH:11]=[CH:10][C:9]([CH2:12][CH2:13][CH2:14][CH3:15])=[CH:8][CH:7]=1.[N:16]1[CH:21]=[CH:20][CH:19]=[C:18]([CH3:22])[CH:17]=1.